This data is from Full USPTO retrosynthesis dataset with 1.9M reactions from patents (1976-2016). The task is: Predict the reactants needed to synthesize the given product. Given the product [F:1][C:2]1[CH:3]=[C:4]([C:9]2[N:14]3[N:15]=[C:16]([CH3:19])[C:17]([C:32]4[CH:33]=[CH:34][C:29]([O:28][CH3:27])=[CH:30][CH:31]=4)=[C:13]3[N:12]=[C:11]([N:20]3[CH2:24][CH2:23][CH2:22][C@H:21]3[CH2:25][OH:26])[CH:10]=2)[CH:5]=[CH:6][C:7]=1[F:8], predict the reactants needed to synthesize it. The reactants are: [F:1][C:2]1[CH:3]=[C:4]([C:9]2[N:14]3[N:15]=[C:16]([CH3:19])[C:17](I)=[C:13]3[N:12]=[C:11]([N:20]3[CH2:24][CH2:23][CH2:22][C@H:21]3[CH2:25][OH:26])[CH:10]=2)[CH:5]=[CH:6][C:7]=1[F:8].[CH3:27][O:28][C:29]1[CH:34]=[CH:33][C:32](B(O)O)=[CH:31][CH:30]=1.C1(C)C=CC=CC=1.C([O-])(O)=O.[Na+].